Predict the reactants needed to synthesize the given product. From a dataset of Full USPTO retrosynthesis dataset with 1.9M reactions from patents (1976-2016). (1) Given the product [CH3:3][O:4][C:5]([C:7]1[CH:15]=[C:14]2[C:10]([C:11]([CH2:16][CH3:17])=[N:12][N:13]2[CH:18]2[CH2:22][CH2:21][CH2:20][CH2:19]2)=[CH:9][CH:8]=1)=[O:6], predict the reactants needed to synthesize it. The reactants are: [H-].[Na+].[CH3:3][O:4][C:5]([C:7]1[CH:15]=[C:14]2[C:10]([C:11]([CH2:16][CH3:17])=[N:12][NH:13]2)=[CH:9][CH:8]=1)=[O:6].[CH:18]1(Br)[CH2:22][CH2:21][CH2:20][CH2:19]1.O. (2) Given the product [C:29]([O:1][CH:2]1[C:12]2[C:7](=[N:8][CH:9]=[C:10]([C:13]3[CH:14]=[CH:15][CH:16]=[CH:17][CH:18]=3)[CH:11]=2)[CH:6]=[CH:5][C:4]2[CH:19]=[CH:20][C:21]([NH:23][S:24]([CH3:27])(=[O:26])=[O:25])=[CH:22][C:3]1=2)(=[O:30])[CH3:28], predict the reactants needed to synthesize it. The reactants are: [OH:1][CH:2]1[C:12]2[C:7](=[N:8][CH:9]=[C:10]([C:13]3[CH:18]=[CH:17][CH:16]=[CH:15][CH:14]=3)[CH:11]=2)[CH:6]=[CH:5][C:4]2[CH:19]=[CH:20][C:21]([NH:23][S:24]([CH3:27])(=[O:26])=[O:25])=[CH:22][C:3]1=2.[CH3:28][C:29](OC(C)=O)=[O:30]. (3) Given the product [C:10]([O:14][C:15](=[O:16])[NH:17][C:18]1[CH:19]=[CH:20][C:21]([C:2]2[CH:7]=[CH:6][C:5]([CH3:8])=[CH:4][C:3]=2[CH3:9])=[CH:22][CH:23]=1)([CH3:13])([CH3:11])[CH3:12], predict the reactants needed to synthesize it. The reactants are: Br[C:2]1[CH:7]=[CH:6][C:5]([CH3:8])=[CH:4][C:3]=1[CH3:9].[C:10]([O:14][C:15]([NH:17][C:18]1[CH:23]=[CH:22][C:21](B(O)O)=[CH:20][CH:19]=1)=[O:16])([CH3:13])([CH3:12])[CH3:11].O. (4) Given the product [CH3:21][O:22][C:23](=[O:31])[C:24]1[CH:29]=[CH:28][CH:27]=[CH:26][C:25]=1[NH:13][C:12]1[N:8]([C:5]2[CH:6]=[CH:7][C:2]([F:1])=[CH:3][C:4]=2[CH3:15])[N:9]=[C:10]([CH3:14])[CH:11]=1, predict the reactants needed to synthesize it. The reactants are: [F:1][C:2]1[CH:7]=[CH:6][C:5]([N:8]2[C:12]([NH2:13])=[CH:11][C:10]([CH3:14])=[N:9]2)=[C:4]([CH3:15])[CH:3]=1.CCOCC.[CH3:21][O:22][C:23](=[O:31])[C:24]1[CH:29]=[CH:28][CH:27]=[CH:26][C:25]=1Br.C(=O)([O-])[O-].[Cs+].[Cs+]. (5) Given the product [Cl:1][C:2]1[CH:3]=[C:4]([C:9]2[S:10][CH:11]=[C:12]([C:15](=[N:19][NH2:20])[CH3:17])[C:13]=2[OH:14])[CH:5]=[CH:6][C:7]=1[Cl:8], predict the reactants needed to synthesize it. The reactants are: [Cl:1][C:2]1[CH:3]=[C:4]([C:9]2[S:10][CH:11]=[C:12]([C:15]([CH3:17])=O)[C:13]=2[OH:14])[CH:5]=[CH:6][C:7]=1[Cl:8].O.[NH2:19][NH2:20]. (6) The reactants are: C([O:3][C:4]([C:6]1[CH:10]=[C:9]([C:11]2[C:16]([O:17][C:18]3[CH:23]=[CH:22][C:21]([N+:24]([O-:26])=[O:25])=[CH:20][CH:19]=3)=[CH:15][C:14]([O:27][CH2:28][O:29][CH2:30][CH2:31][O:32][CH3:33])=[CH:13][C:12]=2[O:34][CH2:35][O:36][CH2:37][CH2:38][O:39][CH3:40])[O:8][N:7]=1)=[O:5])C.[OH-].[K+:42].CCOCC. Given the product [CH3:40][O:39][CH2:38][CH2:37][O:36][CH2:35][O:34][C:12]1[CH:13]=[C:14]([O:27][CH2:28][O:29][CH2:30][CH2:31][O:32][CH3:33])[CH:15]=[C:16]([O:17][C:18]2[CH:19]=[CH:20][C:21]([N+:24]([O-:26])=[O:25])=[CH:22][CH:23]=2)[C:11]=1[C:9]1[O:8][N:7]=[C:6]([C:4]([O-:5])=[O:3])[CH:10]=1.[K+:42], predict the reactants needed to synthesize it. (7) The reactants are: N(C(C)C)(C(C)C)CC.[N:10]([CH2:19][C:20]#[CH:21])([Si:15]([CH3:18])([CH3:17])[CH3:16])[Si:11]([CH3:14])([CH3:13])[CH3:12].I[Si:23]([CH3:26])([CH3:25])[CH3:24]. Given the product [CH3:16][Si:15]([CH3:18])([CH3:17])[N:10]([CH2:19][C:20]#[C:21][Si:23]([CH3:26])([CH3:25])[CH3:24])[Si:11]([CH3:12])([CH3:13])[CH3:14], predict the reactants needed to synthesize it. (8) Given the product [CH:38]1([NH:41][CH2:26][CH2:25][CH2:24][O:23][C:20]2[CH:21]=[C:22]3[C:17](=[CH:18][CH:19]=2)[NH:16][N:15]=[C:14]3[S:11]([C:1]2[C:10]3[C:5](=[CH:6][CH:7]=[CH:8][CH:9]=3)[CH:4]=[CH:3][CH:2]=2)(=[O:12])=[O:13])[CH2:40][CH2:39]1, predict the reactants needed to synthesize it. The reactants are: [C:1]1([S:11]([C:14]2[C:22]3[C:17](=[CH:18][CH:19]=[C:20]([O:23][CH2:24][CH2:25][CH2:26]OS(C4C=CC(C)=CC=4)(=O)=O)[CH:21]=3)[NH:16][N:15]=2)(=[O:13])=[O:12])[C:10]2[C:5](=[CH:6][CH:7]=[CH:8][CH:9]=2)[CH:4]=[CH:3][CH:2]=1.[CH:38]1([NH2:41])[CH2:40][CH2:39]1. (9) The reactants are: C(O[CH:4]=[C:5]([C:11]#[N:12])[C:6]([O:8][CH2:9][CH3:10])=[O:7])C.[NH:13]([C:15]1[CH:20]=[CH:19][CH:18]=[CH:17][N:16]=1)[NH2:14]. Given the product [NH2:12][C:11]1[N:13]([C:15]2[CH:20]=[CH:19][CH:18]=[CH:17][N:16]=2)[N:14]=[CH:4][C:5]=1[C:6]([O:8][CH2:9][CH3:10])=[O:7], predict the reactants needed to synthesize it. (10) Given the product [C:8]([C:7]1[C:2]([F:1])=[N:3][CH:4]=[CH:5][CH:6]=1)#[CH:9], predict the reactants needed to synthesize it. The reactants are: [F:1][C:2]1[C:7]([C:8]#[C:9][Si](C)(C)C)=[CH:6][CH:5]=[CH:4][N:3]=1.[F-].C([N+](CCCC)(CCCC)CCCC)CCC.